Dataset: Forward reaction prediction with 1.9M reactions from USPTO patents (1976-2016). Task: Predict the product of the given reaction. (1) Given the reactants [CH:1]1([C:4]2[CH:8]=[C:7]([CH:9]3[CH2:11][CH2:10]3)[N:6]([C:12]3[CH:17]=[CH:16][C:15]([NH:18][C:19](=[O:27])[CH2:20][C:21]4[CH:22]=[N:23][CH:24]=[CH:25][CH:26]=4)=[CH:14][CH:13]=3)[N:5]=2)[CH2:3][CH2:2]1.N1C=CC=C(CC(O)=O)C=1.[ClH:38], predict the reaction product. The product is: [ClH:38].[CH:1]1([C:4]2[CH:8]=[C:7]([CH:9]3[CH2:10][CH2:11]3)[N:6]([C:12]3[CH:17]=[CH:16][C:15]([NH:18][C:19](=[O:27])[CH2:20][C:21]4[CH:22]=[N:23][CH:24]=[CH:25][CH:26]=4)=[CH:14][CH:13]=3)[N:5]=2)[CH2:3][CH2:2]1. (2) The product is: [O:1]=[C:2]1[C:6]2([CH2:11][CH2:10][N:9]([CH2:41][CH2:42][CH2:43][C:44](=[O:45])[C:46]3[CH:51]=[CH:50][CH:49]=[CH:48][CH:47]=3)[CH2:8][CH2:7]2)[N:5]([C:12]2[CH:13]=[CH:14][CH:15]=[CH:16][CH:17]=2)[CH2:4][N:3]1[CH2:18][C:19]1[CH:20]=[C:21]([CH:29]=[CH:30][CH:31]=1)[C:22]([O:24][C:25]([CH3:28])([CH3:26])[CH3:27])=[O:23]. Given the reactants [O:1]=[C:2]1[C:6]2([CH2:11][CH2:10][NH:9][CH2:8][CH2:7]2)[N:5]([C:12]2[CH:17]=[CH:16][CH:15]=[CH:14][CH:13]=2)[CH2:4][N:3]1[CH2:18][C:19]1[CH:20]=[C:21]([CH:29]=[CH:30][CH:31]=1)[C:22]([O:24][C:25]([CH3:28])([CH3:27])[CH3:26])=[O:23].C(=O)([O-])[O-].[K+].[K+].[I-].[Na+].Cl[CH2:41][CH2:42][CH2:43][C:44]([C:46]1[CH:51]=[CH:50][CH:49]=[CH:48][CH:47]=1)=[O:45], predict the reaction product. (3) Given the reactants [CH3:1][S:2]([C:5]1[CH:10]=[CH:9][C:8]([NH:11][CH2:12][C:13]2[CH:14]=[C:15]([C:19]3[CH:20]=[C:21]([C:29]([CH3:33])([CH3:32])[C:30]#[N:31])[CH:22]=[C:23]4[C:28]=3[N:27]=[CH:26][CH:25]=[CH:24]4)[CH:16]=[CH:17][CH:18]=2)=[CH:7][CH:6]=1)(=O)=O.[CH3:34][C:35]1[O:39][N:38]=[C:37]([C:40](Cl)=[O:41])[CH:36]=1, predict the reaction product. The product is: [C:30]([C:29]([CH3:33])([CH3:32])[C:21]1[CH:22]=[C:23]2[C:28](=[C:19]([C:15]3[CH:14]=[C:13]([CH:18]=[CH:17][CH:16]=3)[CH2:12][N:11]([C:8]3[CH:9]=[CH:10][C:5]([S:2][CH3:1])=[CH:6][CH:7]=3)[C:40]([C:37]3[CH:36]=[C:35]([CH3:34])[O:39][N:38]=3)=[O:41])[CH:20]=1)[N:27]=[CH:26][CH:25]=[CH:24]2)#[N:31]. (4) Given the reactants [Cl:1][CH:2]([CH2:6][C:7]1[CH:12]=[CH:11][C:10]([NH:13][C:14]([O:16][C:17]([CH3:20])([CH3:19])[CH3:18])=[O:15])=[CH:9][CH:8]=1)[C:3]([OH:5])=[O:4].CCOC(C)=O.CO.[Na+].[Cl-], predict the reaction product. The product is: [Cl:1][C@H:2]([CH2:6][C:7]1[CH:12]=[CH:11][C:10]([NH:13][C:14]([O:16][C:17]([CH3:20])([CH3:19])[CH3:18])=[O:15])=[CH:9][CH:8]=1)[C:3]([OH:5])=[O:4]. (5) Given the reactants Br[C:2]1[CH:3]=[N:4][CH:5]=[CH:6][C:7]=1[CH:8]([OH:10])[CH3:9].C([O-])([O-])=O.[Na+].[Na+].[CH3:17][S:18][C:19]1[CH:24]=[CH:23][C:22](B(O)O)=[CH:21][CH:20]=1, predict the reaction product. The product is: [CH3:17][S:18][C:19]1[CH:24]=[CH:23][C:22]([C:2]2[CH:3]=[N:4][CH:5]=[CH:6][C:7]=2[CH:8]([OH:10])[CH3:9])=[CH:21][CH:20]=1. (6) Given the reactants [C:1]([C:4]1[C:9]2[S:10][C:11]([C:14]([NH:16][C:17]3[CH:26]=[CH:25][C:24]4[C:19](=[CH:20][CH:21]=[CH:22][C:23]=4[C:27]([N:29]4[CH2:32][CH:31]([O:33][CH3:34])[CH2:30]4)=[O:28])[N:18]=3)=[O:15])=[C:12]([CH3:13])[C:8]=2[C:7]([CH2:35][O:36][CH3:37])=[CH:6][CH:5]=1)(=[O:3])[CH3:2].[ClH:38], predict the reaction product. The product is: [ClH:38].[C:1]([C:4]1[C:9]2[S:10][C:11]([C:14]([NH:16][C:17]3[CH:26]=[CH:25][C:24]4[C:19](=[CH:20][CH:21]=[CH:22][C:23]=4[C:27]([N:29]4[CH2:32][CH:31]([O:33][CH3:34])[CH2:30]4)=[O:28])[N:18]=3)=[O:15])=[C:12]([CH3:13])[C:8]=2[C:7]([CH2:35][O:36][CH3:37])=[CH:6][CH:5]=1)(=[O:3])[CH3:2].